Dataset: Reaction yield outcomes from USPTO patents with 853,638 reactions. Task: Predict the reaction yield, written as a fraction of the theoretical maximum amount of product (1.0 means a 100% yield; for example, 0.34 means a 34% yield). (1) The product is [CH2:1]([O:8][C:9]([NH:11][C:12]1[C:13]([CH3:38])=[C:14]([C:18]2[C:30]3[C:29]4[C:24](=[CH:25][C:26]([Br:31])=[CH:27][CH:28]=4)[NH:23][C:22]=3[C:21]([C:32]([O:34][CH2:35][CH3:36])=[O:33])=[N:20][C:19]=2[CH3:37])[CH:15]=[CH:16][CH:17]=1)=[O:10])[C:2]1[CH:7]=[CH:6][CH:5]=[CH:4][CH:3]=1. The catalyst is [Pd].C1(C)C(C)=CC=CC=1.C(OCC)(=O)C. The reactants are [CH2:1]([O:8][C:9]([NH:11][C:12]1[C:13]([CH3:38])=[C:14]([CH:18]2[C:30]3[C:29]4[C:24](=[CH:25][C:26]([Br:31])=[CH:27][CH:28]=4)[NH:23][C:22]=3[CH:21]([C:32]([O:34][CH2:35][CH3:36])=[O:33])[NH:20][CH:19]2[CH3:37])[CH:15]=[CH:16][CH:17]=1)=[O:10])[C:2]1[CH:7]=[CH:6][CH:5]=[CH:4][CH:3]=1. The yield is 0.320. (2) The reactants are [F:1][C:2]([F:13])([F:12])[C:3]1[CH:11]=[CH:10][CH:9]=[CH:8][C:4]=1[C:5](Cl)=[O:6].[NH2:14][C:15]1[N:23]=[CH:22][CH:21]=[CH:20][C:16]=1[C:17](O)=[O:18].O. The catalyst is N1C=CC=CC=1. The product is [F:1][C:2]([F:13])([F:12])[C:3]1[CH:11]=[CH:10][CH:9]=[CH:8][C:4]=1[C:5]1[O:6][C:17](=[O:18])[C:16]2[CH:20]=[CH:21][CH:22]=[N:23][C:15]=2[N:14]=1. The yield is 0.600. (3) No catalyst specified. The reactants are Cl[C:2]1[C:7]([N+:8]([O-])=O)=[CH:6][C:5]([CH3:11])=[CH:4][N:3]=1.[CH2:12]([NH:20][C:21](=O)[CH3:22])[CH2:13][C:14]1[CH:19]=[CH:18][CH:17]=[CH:16][CH:15]=1. The product is [CH3:22][C:21]1[N:20]([CH2:12][CH2:13][C:14]2[CH:19]=[CH:18][CH:17]=[CH:16][CH:15]=2)[C:2]2=[N:3][CH:4]=[C:5]([CH3:11])[CH:6]=[C:7]2[N:8]=1. The yield is 0.430.